From a dataset of Retrosynthesis with 50K atom-mapped reactions and 10 reaction types from USPTO. Predict the reactants needed to synthesize the given product. (1) Given the product CC(C)(C)OC(=O)Nc1ccccc1NC(=O)c1ccc(-c2ccoc2)nc1, predict the reactants needed to synthesize it. The reactants are: CC(C)(C)OC(=O)Nc1ccccc1NC(=O)c1ccc(Cl)nc1.OB(O)c1ccoc1. (2) Given the product Cc1cc(C)c(-c2[nH]c(C3CC3)nc2C)cc1C(=O)N1CC(F)(c2ccc(C#N)cc2)C1, predict the reactants needed to synthesize it. The reactants are: Cc1cc(C)c(-c2[nH]c(C3CC3)nc2C)cc1C(=O)O.N#Cc1ccc(C2(F)CNC2)cc1. (3) Given the product CNC(=O)c1cc(N2CCN(C)CC2)ccc1Nc1cc(Cl)ncc1Cl, predict the reactants needed to synthesize it. The reactants are: CNC(=O)c1cc(N2CCN(C)CC2)ccc1N.Clc1cc(I)c(Cl)cn1. (4) Given the product CC(C)(C)OC(=O)N[C@H](CNC(=O)OCC[Si](C)(C)C)CC1CCCCC1, predict the reactants needed to synthesize it. The reactants are: CC(C)(C)OC(=O)OC(=O)OC(C)(C)C.C[Si](C)(C)CCOC(=O)NC[C@@H](N)CC1CCCCC1. (5) Given the product Nc1cnc(-c2ccc(-c3ccccc3S(=O)(=O)c3ccccc3)cc2F)cn1, predict the reactants needed to synthesize it. The reactants are: CC1(C)OB(c2ccc(-c3cnc(N)cn3)c(F)c2)OC1(C)C.O=S(=O)(c1ccccc1)c1ccccc1Br.